Dataset: NCI-60 drug combinations with 297,098 pairs across 59 cell lines. Task: Regression. Given two drug SMILES strings and cell line genomic features, predict the synergy score measuring deviation from expected non-interaction effect. Drug 1: CC1=C2C(C(=O)C3(C(CC4C(C3C(C(C2(C)C)(CC1OC(=O)C(C(C5=CC=CC=C5)NC(=O)OC(C)(C)C)O)O)OC(=O)C6=CC=CC=C6)(CO4)OC(=O)C)OC)C)OC. Drug 2: C1=CC(=C2C(=C1NCCNCCO)C(=O)C3=C(C=CC(=C3C2=O)O)O)NCCNCCO. Cell line: HCT-15. Synergy scores: CSS=86.8, Synergy_ZIP=15.7, Synergy_Bliss=15.1, Synergy_Loewe=16.5, Synergy_HSA=20.9.